Dataset: Full USPTO retrosynthesis dataset with 1.9M reactions from patents (1976-2016). Task: Predict the reactants needed to synthesize the given product. (1) Given the product [C:4]([CH2:6][CH2:7][C:8]1[C:9]([CH2:23][CH2:24][CH2:25][CH2:26][CH2:27][CH2:28][O:29][C:30]2[CH:35]=[C:34]([C:36]3[CH:41]=[CH:40][CH:39]=[C:38]([F:42])[CH:37]=3)[CH:33]=[C:32]([C:43]([N:50]3[CH2:51][CH2:52][CH2:53][N:47]([CH3:46])[CH2:48][CH2:49]3)=[O:45])[CH:31]=2)=[CH:10][CH:11]=[CH:12][C:13]=1[O:14][CH2:15][CH2:16][CH2:17][C:18]([OH:20])=[O:19])([OH:3])=[O:5], predict the reactants needed to synthesize it. The reactants are: C([O:3][C:4]([CH2:6][CH2:7][C:8]1[C:13]([O:14][CH2:15][CH2:16][CH2:17][C:18]([O:20]CC)=[O:19])=[CH:12][CH:11]=[CH:10][C:9]=1[CH2:23][CH2:24][CH2:25][CH2:26][CH2:27][CH2:28][O:29][C:30]1[CH:31]=[C:32]([C:43]([OH:45])=O)[CH:33]=[C:34]([C:36]2[CH:41]=[CH:40][CH:39]=[C:38]([F:42])[CH:37]=2)[CH:35]=1)=[O:5])C.[CH3:46][N:47]1[CH2:53][CH2:52][CH2:51][NH:50][CH2:49][CH2:48]1. (2) Given the product [F:3][C:4]1[CH:12]=[C:11]2[C:7]([CH2:8][CH2:9][CH:10]2[N:13]2[CH2:18][CH2:17][CH2:16]/[C:15](=[CH:20]\[C:21]3[CH:26]=[CH:25][C:24]([N:27]4[CH:31]=[C:30]([CH3:32])[N:29]=[CH:28]4)=[C:23]([O:33][CH3:34])[CH:22]=3)/[C:14]2=[O:35])=[CH:6][C:5]=1[N:36]1[CH2:41][CH2:40][O:39][CH2:38][CH2:37]1, predict the reactants needed to synthesize it. The reactants are: [H-].[Na+].[F:3][C:4]1[CH:12]=[C:11]2[C:7]([CH2:8][CH2:9][CH:10]2[NH:13][C:14](=[O:35])/[C:15](=[CH:20]/[C:21]2[CH:26]=[CH:25][C:24]([N:27]3[CH:31]=[C:30]([CH3:32])[N:29]=[CH:28]3)=[C:23]([O:33][CH3:34])[CH:22]=2)/[CH2:16][CH2:17][CH2:18]Cl)=[CH:6][C:5]=1[N:36]1[CH2:41][CH2:40][O:39][CH2:38][CH2:37]1.O.C(OCC)(=O)C. (3) Given the product [CH3:10][S:11][C:12]1[CH:17]=[CH:16][C:15]([C:2]2[CH:9]=[CH:8][CH:7]=[CH:6][C:3]=2[CH:4]=[O:5])=[CH:14][CH:13]=1, predict the reactants needed to synthesize it. The reactants are: Br[C:2]1[CH:9]=[CH:8][CH:7]=[CH:6][C:3]=1[CH:4]=[O:5].[CH3:10][S:11][C:12]1[CH:17]=[CH:16][C:15](B(O)O)=[CH:14][CH:13]=1.C(=O)([O-])[O-].[Na+].[Na+].C(O)C. (4) Given the product [CH3:25][S:22]([C:18]1[CH:17]=[C:16]([C:13]2[S:12][C:11]([C:10]3[N:6]([CH2:2][C:3]([O:5][CH2:33][CH2:32][N:31]([CH3:35])[CH3:30])=[O:4])[N:7]=[C:8]([C:26]([F:27])([F:28])[F:29])[CH:9]=3)=[CH:15][CH:14]=2)[CH:21]=[CH:20][CH:19]=1)(=[O:24])=[O:23], predict the reactants needed to synthesize it. The reactants are: C[CH:2]([N:6]1[C:10]([C:11]2[S:12][C:13]([C:16]3[CH:21]=[CH:20][CH:19]=[C:18]([S:22]([CH3:25])(=[O:24])=[O:23])[CH:17]=3)=[CH:14][CH:15]=2)=[CH:9][C:8]([C:26]([F:29])([F:28])[F:27])=[N:7]1)[C:3]([OH:5])=[O:4].[CH3:30][N:31]([CH3:35])[CH2:32][CH2:33]O.C(N(CC)CC)C. (5) Given the product [CH2:1]([O:8][C:9]1[C:10](=[O:18])[CH:11]=[C:12]([C:15]([OH:17])=[O:16])[N:25]([CH2:24][C:23]([F:27])([F:26])[F:22])[CH:14]=1)[C:2]1[CH:3]=[CH:4][CH:5]=[CH:6][CH:7]=1, predict the reactants needed to synthesize it. The reactants are: [CH2:1]([O:8][C:9]1[C:10](=[O:18])[CH:11]=[C:12]([C:15]([OH:17])=[O:16])O[CH:14]=1)[C:2]1[CH:7]=[CH:6][CH:5]=[CH:4][CH:3]=1.[OH-].[Na+].Cl.[F:22][C:23]([F:27])([F:26])[CH2:24][NH2:25]. (6) Given the product [CH3:3][CH2:4][N:5]1[C:10](=[O:19])[CH:11]([OH:12])[C:13]([CH2:26][CH2:20][CH2:25][CH2:24][CH2:23][CH3:22])([OH:14])[C:15]1=[O:17], predict the reactants needed to synthesize it. The reactants are: C([CH:3](CCCC)[CH2:4][NH2:5])C.[C:10]([OH:19])(=O)[CH:11]([CH:13]([C:15]([OH:17])=O)[OH:14])[OH:12].[C:20]1([CH3:26])[CH:25]=[CH:24][CH:23]=[CH:22]C=1. (7) Given the product [CH3:22][N:21]1[CH2:23][CH2:24][C:14]([C:11]2[S:12][CH:13]=[C:9]([C:3]3[CH:4]=[CH:5][CH:6]=[CH:7][CH:8]=3)[N:10]=2)([C:15]#[N:16])[CH2:19][CH2:20]1, predict the reactants needed to synthesize it. The reactants are: [NH2-].[Na+].[C:3]1([C:9]2[N:10]=[C:11]([CH2:14][C:15]#[N:16])[S:12][CH:13]=2)[CH:8]=[CH:7][CH:6]=[CH:5][CH:4]=1.Cl.Cl[CH2:19][CH2:20][N:21]([CH2:23][CH2:24]Cl)[CH3:22].N. (8) Given the product [CH3:27][O:26][C:23]1[CH:24]=[C:25]2[C:20]([CH:19]=[CH:18][CH:17]=[C:16]2[CH:10]([CH2:9][NH:8][CH3:1])[CH2:11][NH:12][C:13](=[O:15])[CH3:14])=[CH:21][CH:22]=1, predict the reactants needed to synthesize it. The reactants are: [CH2:1]([N:8](C)[CH2:9][CH:10]([C:16]1[C:25]2[C:20](=[CH:21][CH:22]=[C:23]([O:26][CH3:27])[CH:24]=2)[CH:19]=[CH:18][CH:17]=1)[CH2:11][NH:12][C:13](=[O:15])[CH3:14])C1C=CC=CC=1. (9) Given the product [NH2:42][C:43]1[N:44]=[C:23]([C:24]([N:26]2[CH2:27][C:28]3[C:33](=[CH:32][CH:31]=[CH:30][CH:29]=3)[CH2:34]2)=[O:25])[C:10]2[C:9](=[CH:14][CH:13]=[C:12]([C:15]([CH3:21])([CH3:22])[C:16]([O:18][CH2:19][CH3:20])=[O:17])[CH:11]=2)[N:8]=1, predict the reactants needed to synthesize it. The reactants are: C(OC([NH:8][C:9]1[CH:14]=[CH:13][C:12]([C:15]([CH3:22])([CH3:21])[C:16]([O:18][CH2:19][CH3:20])=[O:17])=[CH:11][C:10]=1[C:23](=O)[C:24]([N:26]1[CH2:34][C:33]2[C:28](=[CH:29][CH:30]=[CH:31][CH:32]=2)[CH2:27]1)=[O:25])=O)(C)(C)C.[F-].[Cs+].C[Si]([N:42]=[C:43]=[N:44][Si](C)(C)C)(C)C.Cl.C(=O)(O)[O-].